From a dataset of Peptide-MHC class I binding affinity with 185,985 pairs from IEDB/IMGT. Regression. Given a peptide amino acid sequence and an MHC pseudo amino acid sequence, predict their binding affinity value. This is MHC class I binding data. The peptide sequence is KYMDNELVY. The MHC is HLA-B15:01 with pseudo-sequence HLA-B15:01. The binding affinity (normalized) is 0.358.